From a dataset of Full USPTO retrosynthesis dataset with 1.9M reactions from patents (1976-2016). Predict the reactants needed to synthesize the given product. (1) The reactants are: Cl[C:2]1[CH:3]=[C:4]([C:9]([F:12])([F:11])[F:10])[CH:5]=[C:6]([Cl:8])[CH:7]=1.[NH:13]1[CH2:18][CH2:17][NH:16][CH2:15][CH2:14]1. Given the product [Cl:8][C:6]1[CH:7]=[C:2]([N:13]2[CH2:18][CH2:17][NH:16][CH2:15][CH2:14]2)[CH:3]=[C:4]([C:9]([F:12])([F:11])[F:10])[CH:5]=1, predict the reactants needed to synthesize it. (2) Given the product [NH2:31][C:27]1[O:1][C:2]2[C:10]([CH:18]([C:17]3[CH:16]=[C:15]([O:14][CH3:13])[C:22]([O:23][CH3:24])=[C:21]([O:25][CH3:26])[CH:20]=3)[C:28]=1[C:29]#[N:30])=[CH:9][CH:8]=[C:7]1[N:6]([CH2:11][OH:12])[CH:5]=[CH:4][C:3]=21, predict the reactants needed to synthesize it. The reactants are: [OH:1][C:2]1[CH:10]=[CH:9][CH:8]=[C:7]2[C:3]=1[CH:4]=[CH:5][N:6]2[CH2:11][OH:12].[CH3:13][O:14][C:15]1[CH:16]=[C:17]([CH:20]=[C:21]([O:25][CH3:26])[C:22]=1[O:23][CH3:24])[CH:18]=O.[C:27](#[N:31])[CH2:28][C:29]#[N:30]. (3) Given the product [Cl:15][C:14]1[CH:13]=[C:12]([C:16]([N:18]2[C:26]3[C:21](=[CH:22][CH:23]=[CH:24][CH:25]=3)[CH2:20][CH:19]2[CH3:27])=[O:17])[CH:11]=[C:10]([Cl:28])[C:9]=1[OH:8], predict the reactants needed to synthesize it. The reactants are: C([O:8][C:9]1[C:14]([Cl:15])=[CH:13][C:12]([C:16]([N:18]2[C:26]3[C:21](=[CH:22][CH:23]=[CH:24][CH:25]=3)[CH2:20][CH:19]2[CH3:27])=[O:17])=[CH:11][C:10]=1[Cl:28])C1C=CC=CC=1.FC(F)(F)C(O)=O. (4) Given the product [CH:6]1([S:9]([C:12]2[CH:13]=[CH:14][C:15](/[C:18](=[CH:22]\[CH:23]3[CH2:24][CH2:25][O:26][CH2:27][CH2:28]3)/[C:19]([N:4]([O:3][CH3:2])[CH3:5])=[O:20])=[CH:16][CH:17]=2)(=[O:10])=[O:11])[CH2:8][CH2:7]1, predict the reactants needed to synthesize it. The reactants are: Cl.[CH3:2][O:3][NH:4][CH3:5].[CH:6]1([S:9]([C:12]2[CH:17]=[CH:16][C:15](/[C:18](=[CH:22]\[CH:23]3[CH2:28][CH2:27][O:26][CH2:25][CH2:24]3)/[C:19](O)=[O:20])=[CH:14][CH:13]=2)(=[O:11])=[O:10])[CH2:8][CH2:7]1.Cl.C(N=C=NCCCN(C)C)C.ON1C2C=CC=CC=2N=N1. (5) Given the product [CH:28]1([C:31]([NH:9][C:8]2[C:7](=[CH2:10])[NH:6][C:5]([C:11]3[C:16]([O:17][CH3:18])=[CH:15][C:14]([CH3:19])=[CH:13][C:12]=3[CH3:20])=[N:4][C:3]=2[O:2][CH3:1])=[O:32])[CH2:30][CH2:29]1, predict the reactants needed to synthesize it. The reactants are: [CH3:1][O:2][C:3]1[C:8]([NH2:9])=[C:7]([CH3:10])[N:6]=[C:5]([C:11]2[C:16]([O:17][CH3:18])=[CH:15][C:14]([CH3:19])=[CH:13][C:12]=2[CH3:20])[N:4]=1.C(N(CC)CC)C.[CH:28]1([C:31](Cl)=[O:32])[CH2:30][CH2:29]1.C(=O)(O)[O-].[Na+].